Predict the product of the given reaction. From a dataset of Forward reaction prediction with 1.9M reactions from USPTO patents (1976-2016). (1) Given the reactants [N:1]1([S:7]([C:10]2[CH:11]=[C:12]([CH:16]=[CH:17][CH:18]=2)[C:13]([OH:15])=O)(=[O:9])=[O:8])[CH2:6][CH2:5][CH2:4][CH2:3][CH2:2]1.[CH3:19][O:20][C:21]1[C:26]([NH2:27])=[CH:25][CH:24]=[C:23]([O:28][CH3:29])[N:22]=1, predict the reaction product. The product is: [CH3:19][O:20][C:21]1[C:26]([NH:27][C:13](=[O:15])[C:12]2[CH:16]=[CH:17][CH:18]=[C:10]([S:7]([N:1]3[CH2:2][CH2:3][CH2:4][CH2:5][CH2:6]3)(=[O:8])=[O:9])[CH:11]=2)=[CH:25][CH:24]=[C:23]([O:28][CH3:29])[N:22]=1. (2) Given the reactants [C:1]([C:3]1[N:8]=[N:7][C:6]([N:9]2[CH2:14][CH2:13][CH:12]([N:15](C)[C:16](=O)OC(C)(C)C)[CH2:11][CH2:10]2)=[CH:5][CH:4]=1)#[N:2].[ClH:24].CCOC(C)=O, predict the reaction product. The product is: [ClH:24].[CH3:16][NH:15][CH:12]1[CH2:11][CH2:10][N:9]([C:6]2[N:7]=[N:8][C:3]([C:1]#[N:2])=[CH:4][CH:5]=2)[CH2:14][CH2:13]1. (3) Given the reactants [Cl:1][C:2]1[CH:3]=[C:4]2[C:9](=[CH:10][C:11]=1[O:12][C:13]1[CH:18]=[CH:17][C:16]([C:19](=[O:32])[NH:20][CH2:21][CH:22]([C:24]3[CH:29]=[CH:28][C:27]([Cl:30])=[CH:26][C:25]=3Cl)[F:23])=[CH:15][CH:14]=1)[O:8][CH2:7][CH2:6][CH:5]2[C:33]([O:35]CC)=[O:34].[OH-].[Na+], predict the reaction product. The product is: [Cl:1][C:2]1[CH:3]=[C:4]2[C:9](=[CH:10][C:11]=1[O:12][C:13]1[CH:18]=[CH:17][C:16]([C:19](=[O:32])[NH:20][CH2:21][CH:22]([C:24]3[CH:25]=[CH:26][C:27]([Cl:30])=[CH:28][CH:29]=3)[F:23])=[CH:15][CH:14]=1)[O:8][CH2:7][CH2:6][CH:5]2[C:33]([OH:35])=[O:34]. (4) Given the reactants N#CN.C(O)(=O)C.[NH2:8][C:9]1[N:10]=[C:11]([NH:23][C:24]2[CH:29]=[CH:28][C:27]([O:30][CH2:31][CH2:32][N:33]3[CH2:37][CH2:36][CH2:35][CH2:34]3)=[CH:26][CH:25]=2)[S:12][C:13]=1[C:14]([C:16]1[CH:21]=[CH:20][CH:19]=[C:18](F)[CH:17]=1)=[O:15].BrCC(C1C=CC=C([C:48]([F:51])([F:50])[F:49])C=1)=O, predict the reaction product. The product is: [NH2:8][C:9]1[N:10]=[C:11]([NH:23][C:24]2[CH:29]=[CH:28][C:27]([O:30][CH2:31][CH2:32][N:33]3[CH2:34][CH2:35][CH2:36][CH2:37]3)=[CH:26][CH:25]=2)[S:12][C:13]=1[C:14]([C:16]1[CH:21]=[CH:20][CH:19]=[C:18]([C:48]([F:51])([F:50])[F:49])[CH:17]=1)=[O:15]. (5) Given the reactants Cl.[NH2:2][CH:3]1[CH:12]([CH2:13][C:14]2[CH:19]=[CH:18][C:17]([Cl:20])=[C:16]([Cl:21])[CH:15]=2)[C:11]2[CH:10]=[C:9]([O:22][CH2:23][CH2:24][NH:25][S:26]([C:29]3N=CN(C)[CH:33]=3)(=[O:28])=[O:27])[CH:8]=[CH:7][C:6]=2[CH2:5][CH2:4]1.[CH2:35](N(CC)CC)C.[F:42][C:43]([F:54])([F:53])[C:44](O[C:44](=[O:45])[C:43]([F:54])([F:53])[F:42])=[O:45].C(OCC)(=O)C, predict the reaction product. The product is: [Cl:21][C:16]1[CH:15]=[C:14]([CH:19]=[CH:18][C:17]=1[Cl:20])[CH2:13][CH:12]1[C:11]2[C:6](=[CH:7][CH:8]=[C:9]([O:22][CH2:23][CH2:24][NH:25][S:26]([CH2:29][CH2:33][CH3:35])(=[O:27])=[O:28])[CH:10]=2)[CH2:5][CH2:4][CH:3]1[NH:2][C:44](=[O:45])[C:43]([F:54])([F:53])[F:42]. (6) Given the reactants [NH:1]1[CH2:4][CH:3]([O:5][C:6]2[CH:7]=[C:8]3[C:13](=[CH:14][C:15]=2[OH:16])[N:12]=[CH:11][N:10]=[C:9]3[NH:17][C:18]2[CH:23]=[CH:22][C:21]([F:24])=[C:20]([Cl:25])[C:19]=2[F:26])[CH2:2]1.ClC1C(F)=C(NC2C3C(=[CH:41][C:42](OC)=[C:43]([O:46][C@H]4CCNC4)C=3)N=CN=2)C=C(F)C=1, predict the reaction product. The product is: [Cl:25][C:20]1[C:19]([F:26])=[C:18]([NH:17][C:9]2[C:8]3[C:13](=[CH:14][C:15]([OH:16])=[C:6]([O:5][CH:3]4[CH2:4][N:1]([C:43](=[O:46])[CH:42]=[CH2:41])[CH2:2]4)[CH:7]=3)[N:12]=[CH:11][N:10]=2)[CH:23]=[CH:22][C:21]=1[F:24]. (7) Given the reactants [Br:1][C:2]1[N:3]=[C:4]([NH:21][CH2:22][CH:23]([CH3:25])[CH3:24])[C:5]2[N:6]([C:8]([C:11]3[CH:19]=[CH:18][C:14]([C:15](O)=[O:16])=[C:13]([CH3:20])[CH:12]=3)=[CH:9][N:10]=2)[CH:7]=1.[CH:26]1([NH2:29])[CH2:28][CH2:27]1.F[P-](F)(F)(F)(F)F.CN([C+](N(C)C)N1C2C(=NC=CC=2)[N+]([O-])=N1)C.C(N(C(C)C)C(C)C)C, predict the reaction product. The product is: [Br:1][C:2]1[N:3]=[C:4]([NH:21][CH2:22][CH:23]([CH3:24])[CH3:25])[C:5]2[N:6]([C:8]([C:11]3[CH:19]=[CH:18][C:14]([C:15]([NH:29][CH:26]4[CH2:28][CH2:27]4)=[O:16])=[C:13]([CH3:20])[CH:12]=3)=[CH:9][N:10]=2)[CH:7]=1. (8) Given the reactants [OH:1][CH2:2][CH2:3][NH:4][C:5]1[CH:10]=[C:9]([O:11][CH3:12])[CH:8]=[CH:7][C:6]=1[NH2:13].[N+:14]([C:17]1[CH:18]=[C:19]2[C:30](=O)[O:29][C:27](=[O:28])[C:21]3[CH:22]=[CH:23][CH:24]=[C:25]([CH:26]=1)[C:20]2=3)([O-:16])=[O:15], predict the reaction product. The product is: [OH:1][CH2:2][CH2:3][NH:4][C:5]1[CH:10]=[C:9]([O:11][CH3:12])[CH:8]=[CH:7][C:6]=1[N:13]1[C:30](=[O:29])[C:19]2[CH:18]=[C:17]([N+:14]([O-:16])=[O:15])[CH:26]=[C:25]3[C:20]=2[C:21](=[CH:22][CH:23]=[CH:24]3)[C:27]1=[O:28]. (9) Given the reactants [NH2:1][C:2]1[CH:3]=[CH:4][C:5]([Br:8])=[N:6][CH:7]=1.[CH3:9][C:10](=O)[CH2:11][CH2:12][C:13](=O)[CH3:14], predict the reaction product. The product is: [Br:8][C:5]1[CH:4]=[CH:3][C:2]([N:1]2[C:13]([CH3:14])=[CH:12][CH:11]=[C:10]2[CH3:9])=[CH:7][N:6]=1.